The task is: Predict the product of the given reaction.. This data is from Forward reaction prediction with 1.9M reactions from USPTO patents (1976-2016). (1) Given the reactants [CH:1]([C:3]1[CH:8]=[CH:7][N:6]=[CH:5][CH:4]=1)=[CH2:2].[CH3:9][C:10]1[CH:18]=[CH:17][CH:16]=[C:15]2[C:11]=1[CH:12]=[CH:13][NH:14]2, predict the reaction product. The product is: [CH3:9][C:10]1[CH:18]=[CH:17][CH:16]=[C:15]2[C:11]=1[C:12]([CH2:2][CH2:1][C:3]1[CH:8]=[CH:7][N:6]=[CH:5][CH:4]=1)=[CH:13][NH:14]2. (2) Given the reactants [CH3:1][O:2][C:3]1[CH:4]=[C:5]([CH:16]=[CH:17][CH:18]=1)[CH2:6][NH:7][C:8]([C:10]1[CH:14]=[C:13](Br)[S:12][CH:11]=1)=[O:9].CC1(C)C(C)(C)OB([C:27]2[C:35]3[C:30](=[N:31][CH:32]=[CH:33][CH:34]=3)[N:29]([S:36]([C:39]3[CH:45]=[CH:44][C:42]([CH3:43])=[CH:41][CH:40]=3)(=[O:38])=[O:37])[CH:28]=2)O1.C(=O)([O-])[O-].[K+].[K+], predict the reaction product. The product is: [CH3:1][O:2][C:3]1[CH:4]=[C:5]([CH:16]=[CH:17][CH:18]=1)[CH2:6][NH:7][C:8]([C:10]1[CH:14]=[C:13]([C:27]2[C:35]3[C:30](=[N:31][CH:32]=[CH:33][CH:34]=3)[N:29]([S:36]([C:39]3[CH:45]=[CH:44][C:42]([CH3:43])=[CH:41][CH:40]=3)(=[O:38])=[O:37])[CH:28]=2)[S:12][CH:11]=1)=[O:9]. (3) Given the reactants [C:1](=O)([O-])[O-].[K+].[K+].[CH2:7]([C:11]1[O:15][C:14]([C:16]2[CH:17]=[CH:18][C:19]([CH3:26])=[C:20]([CH2:22][C:23]([OH:25])=[O:24])[CH:21]=2)=[N:13][N:12]=1)[CH:8]([CH3:10])[CH3:9].IC, predict the reaction product. The product is: [CH3:1][O:24][C:23](=[O:25])[CH2:22][C:20]1[CH:21]=[C:16]([C:14]2[O:15][C:11]([CH2:7][CH:8]([CH3:10])[CH3:9])=[N:12][N:13]=2)[CH:17]=[CH:18][C:19]=1[CH3:26]. (4) Given the reactants [F:1][C:2]1[CH:3]=[C:4]([NH:9][CH2:10][C@@H:11]([OH:34])[CH2:12][N:13]2[CH2:18][CH2:17][N:16]([CH2:19][C@H:20]([OH:33])[C:21]3[C:30]4[C:25](=[CH:26][CH:27]=[C:28]([O:31][CH3:32])[CH:29]=4)[N:24]=[CH:23][CH:22]=3)[CH2:15][CH2:14]2)[CH:5]=[C:6]([F:8])[CH:7]=1.C(C1OC1)Cl, predict the reaction product. The product is: [F:1][C:2]1[CH:3]=[C:4]([NH:9][CH2:10][CH:11]([OH:34])[CH2:12][N:13]2[CH2:14][CH2:15][N:16]([CH2:19][C@H:20]([OH:33])[C:21]3[C:30]4[C:25](=[CH:26][CH:27]=[C:28]([O:31][CH3:32])[CH:29]=4)[N:24]=[CH:23][CH:22]=3)[CH2:17][CH2:18]2)[CH:5]=[C:6]([F:8])[CH:7]=1. (5) Given the reactants [N+:1]([C:4]1[CH:9]=[C:8]([C:10]([F:13])([F:12])[F:11])[CH:7]=[CH:6][C:5]=1[NH2:14])([O-:3])=[O:2].C[Si]([N-][Si](C)(C)C)(C)C.[Na+].[C:25]([O:29][C:30](O[C:30]([O:29][C:25]([CH3:28])([CH3:27])[CH3:26])=[O:31])=[O:31])([CH3:28])([CH3:27])[CH3:26], predict the reaction product. The product is: [C:25]([O:29][C:30](=[O:31])[NH:14][C:5]1[CH:6]=[CH:7][C:8]([C:10]([F:11])([F:12])[F:13])=[CH:9][C:4]=1[N+:1]([O-:3])=[O:2])([CH3:28])([CH3:27])[CH3:26]. (6) Given the reactants [NH2:1][C:2]1[N:7]=[N:6][C:5]([N:8]2[CH2:13][CH2:12][N:11]([C:14]([C:16]3[CH:21]=[CH:20][CH:19]=[CH:18][C:17]=3[C:22]([F:25])([F:24])[F:23])=[O:15])[CH2:10][CH2:9]2)=[CH:4][CH:3]=1.[O:26]([CH2:33][C:34](Cl)=[O:35])[C:27]1[CH:32]=[CH:31][CH:30]=[CH:29][CH:28]=1.C(N(CC)CC)C.O, predict the reaction product. The product is: [O:26]([CH2:33][C:34]([NH:1][C:2]1[N:7]=[N:6][C:5]([N:8]2[CH2:9][CH2:10][N:11]([C:14](=[O:15])[C:16]3[CH:21]=[CH:20][CH:19]=[CH:18][C:17]=3[C:22]([F:25])([F:24])[F:23])[CH2:12][CH2:13]2)=[CH:4][CH:3]=1)=[O:35])[C:27]1[CH:32]=[CH:31][CH:30]=[CH:29][CH:28]=1. (7) Given the reactants [OH:1][C@H:2]([CH2:35][O:36][Si:37]([CH:44]([CH3:46])[CH3:45])([CH:41]([CH3:43])[CH3:42])[CH:38]([CH3:40])[CH3:39])[CH2:3][NH:4][C:5]([C:7]1[NH:8][C:9]([C:12]2[CH:17]=[C:16]([O:18][C:19]3[CH:24]=[N:23][C:22]([S:25]([CH3:28])(=[O:27])=[O:26])=[CH:21][N:20]=3)[CH:15]=[C:14]([O:29][C@@H:30]([CH3:34])[CH2:31][O:32][CH3:33])[CH:13]=2)=[CH:10][CH:11]=1)=O.CS(O)(=O)=O.C(N(CC)CC)C.O, predict the reaction product. The product is: [CH3:33][O:32][CH2:31][C@H:30]([CH3:34])[O:29][C:14]1[CH:15]=[C:16]([CH:17]=[C:12]([C:9]2[NH:8][C:7]([C:5]3[O:1][C@@H:2]([CH2:35][O:36][Si:37]([CH:41]([CH3:43])[CH3:42])([CH:38]([CH3:39])[CH3:40])[CH:44]([CH3:46])[CH3:45])[CH2:3][N:4]=3)=[CH:11][CH:10]=2)[CH:13]=1)[O:18][C:19]1[CH:24]=[N:23][C:22]([S:25]([CH3:28])(=[O:26])=[O:27])=[CH:21][N:20]=1.